Dataset: Peptide-MHC class II binding affinity with 134,281 pairs from IEDB. Task: Regression. Given a peptide amino acid sequence and an MHC pseudo amino acid sequence, predict their binding affinity value. This is MHC class II binding data. (1) The peptide sequence is CILAWILVRIINVRS. The MHC is DRB1_1201 with pseudo-sequence DRB1_1201. The binding affinity (normalized) is 0.352. (2) The peptide sequence is LLNRNNSFKPFAEYK. The MHC is DRB1_0301 with pseudo-sequence DRB1_0301. The binding affinity (normalized) is 0. (3) The peptide sequence is TDRESLRNLRGYYN. The MHC is DRB3_0202 with pseudo-sequence DRB3_0202. The binding affinity (normalized) is 0.0513. (4) The peptide sequence is EVTMLYVVASPDLMT. The MHC is DRB1_0802 with pseudo-sequence DRB1_0802. The binding affinity (normalized) is 0.604. (5) The peptide sequence is INEPTAAQIAYGLDR. The MHC is HLA-DQA10501-DQB10301 with pseudo-sequence HLA-DQA10501-DQB10301. The binding affinity (normalized) is 0.644. (6) The peptide sequence is SAIRAAPEAARSLAS. The MHC is HLA-DPA10301-DPB10402 with pseudo-sequence HLA-DPA10301-DPB10402. The binding affinity (normalized) is 0.172. (7) The peptide sequence is DEIPSHIMSVLDMGQ. The MHC is DRB1_0101 with pseudo-sequence DRB1_0101. The binding affinity (normalized) is 0.452.